From a dataset of Catalyst prediction with 721,799 reactions and 888 catalyst types from USPTO. Predict which catalyst facilitates the given reaction. (1) Reactant: Cl[C:2]1[S:6][N:5]=[C:4]([S:7][CH2:8][C:9]2[CH:14]=[CH:13][CH:12]=[CH:11][CH:10]=2)[N:3]=1.[N:15]1[CH:20]=[C:19]([CH2:21][OH:22])[CH:18]=[N:17][CH:16]=1.[H-].[Na+].[Cl-].[Na+]. Product: [N:15]1[CH:20]=[C:19]([CH2:21][O:22][C:2]2[S:6][N:5]=[C:4]([S:7][CH2:8][C:9]3[CH:14]=[CH:13][CH:12]=[CH:11][CH:10]=3)[N:3]=2)[CH:18]=[N:17][CH:16]=1. The catalyst class is: 9. (2) Reactant: [F:1][C:2]1[C:7]([S:8][CH3:9])=[CH:6][C:5]([CH3:10])=[CH:4][C:3]=1[O:11][CH3:12].C[OH:14]. Product: [F:1][C:2]1[C:7]([S:8]([CH3:9])=[O:14])=[CH:6][C:5]([CH3:10])=[CH:4][C:3]=1[O:11][CH3:12]. The catalyst class is: 6. (3) Reactant: Cl.[NH2:2][CH2:3][C:4]1[CH:12]=[CH:11][CH:10]=[C:9]2[C:5]=1[C:6](=[O:22])[N:7]([CH:14]1[CH2:19][CH2:18][C:17](=[O:20])[NH:16][C:15]1=[O:21])[C:8]2=[O:13].N12CCCN=C1CCCCC2.[F:34][C:35]1[CH:36]=[C:37]([CH2:41][C:42](O)=[O:43])[CH:38]=[CH:39][CH:40]=1.Cl.CN(C)CCCN=C=NCC. Product: [O:21]=[C:15]1[CH:14]([N:7]2[C:6](=[O:22])[C:5]3[C:9](=[CH:10][CH:11]=[CH:12][C:4]=3[CH2:3][NH:2][C:42](=[O:43])[CH2:41][C:37]3[CH:38]=[CH:39][CH:40]=[C:35]([F:34])[CH:36]=3)[C:8]2=[O:13])[CH2:19][CH2:18][C:17](=[O:20])[NH:16]1. The catalyst class is: 23. (4) Reactant: [Br:1][C:2]1[CH:3]=[C:4]([CH:9]=[CH:10][C:11]=1[I:12])[C:5](OC)=[O:6].[BH4-].[Li+]. Product: [Br:1][C:2]1[CH:3]=[C:4]([CH2:5][OH:6])[CH:9]=[CH:10][C:11]=1[I:12]. The catalyst class is: 7. (5) Reactant: [NH:1]1[C:9]2[C:4](=[CH:5][CH:6]=[CH:7][CH:8]=2)[C:3]([CH2:10][CH2:11][CH2:12][OH:13])=[CH:2]1.C(N(CC)CC)C.[CH3:21][S:22](Cl)(=[O:24])=[O:23]. Product: [NH:1]1[C:9]2[C:4](=[CH:5][CH:6]=[CH:7][CH:8]=2)[C:3]([CH2:10][CH2:11][CH2:12][O:13][S:22]([CH3:21])(=[O:24])=[O:23])=[CH:2]1. The catalyst class is: 1. (6) Reactant: [CH3:1][O:2][C:3]1[N:8]=[CH:7][C:6]([C:9]2[CH:13]=[C:12]([NH:14][CH2:15][C:16]3[CH:24]=[CH:23][C:19]([C:20]([OH:22])=O)=[CH:18][CH:17]=3)[NH:11][N:10]=2)=[CH:5][CH:4]=1.CCN(CC)CC.C(Cl)CCl.[CH:36]1[CH:37]=[CH:38][C:39]2[N:44](O)N=[N:42][C:40]=2[CH:41]=1.C1(N)C=CC=CC=1N. Product: [NH2:42][C:40]1[CH:41]=[CH:36][CH:37]=[CH:38][C:39]=1[NH:44][C:20](=[O:22])[C:19]1[CH:18]=[CH:17][C:16]([CH2:15][NH:14][C:12]2[NH:11][N:10]=[C:9]([C:6]3[CH:7]=[N:8][C:3]([O:2][CH3:1])=[CH:4][CH:5]=3)[CH:13]=2)=[CH:24][CH:23]=1. The catalyst class is: 23. (7) Reactant: [NH2:1][C:2]1[CH:3]=[C:4]([C:33]2[CH:38]=[CH:37][C:36]([F:39])=[C:35]([F:40])[CH:34]=2)[CH:5]=[CH:6][C:7]=1[C:8]([NH:10][C@@H:11]([C:23]([O:25][CH2:26][C:27]1[CH:32]=[CH:31][CH:30]=[CH:29][CH:28]=1)=[O:24])[CH2:12][C:13]([O:15][CH2:16][C:17]1[CH:22]=[CH:21][CH:20]=[CH:19][CH:18]=1)=[O:14])=[O:9].[N:41]([C:44]1[C:49]([CH3:50])=[CH:48][C:47]([CH3:51])=[CH:46][C:45]=1[CH3:52])=[C:42]=[O:43]. Product: [F:40][C:35]1[CH:34]=[C:33]([C:4]2[CH:5]=[CH:6][C:7]([C:8]([NH:10][C@@H:11]([C:23]([O:25][CH2:26][C:27]3[CH:28]=[CH:29][CH:30]=[CH:31][CH:32]=3)=[O:24])[CH2:12][C:13]([O:15][CH2:16][C:17]3[CH:18]=[CH:19][CH:20]=[CH:21][CH:22]=3)=[O:14])=[O:9])=[C:2]([NH:1][C:42]([NH:41][C:44]3[C:45]([CH3:52])=[CH:46][C:47]([CH3:51])=[CH:48][C:49]=3[CH3:50])=[O:43])[CH:3]=2)[CH:38]=[CH:37][C:36]=1[F:39]. The catalyst class is: 17. (8) Reactant: CCN(CC)CC.[F:8][C:9]1[CH:10]=[CH:11][C:12]([N:18]2[N:22]=[CH:21][CH:20]=[N:19]2)=[C:13]([CH:17]=1)[C:14]([OH:16])=O.C1C=CC2N(O)N=NC=2C=1.CCN=C=NCCCN(C)C.Cl.Cl.[CH2:46]([NH:48][CH2:49][CH2:50][C:51]1[CH:55]=[CH:54][N:53]([C:56]2[CH:61]=[CH:60][C:59]([F:62])=[CH:58][N:57]=2)[N:52]=1)[CH3:47].C([O-])(O)=O.[Na+]. Product: [CH2:46]([N:48]([CH2:49][CH2:50][C:51]1[CH:55]=[CH:54][N:53]([C:56]2[CH:61]=[CH:60][C:59]([F:62])=[CH:58][N:57]=2)[N:52]=1)[C:14](=[O:16])[C:13]1[CH:17]=[C:9]([F:8])[CH:10]=[CH:11][C:12]=1[N:18]1[N:22]=[CH:21][CH:20]=[N:19]1)[CH3:47]. The catalyst class is: 146. (9) Reactant: [Si:1]([O:8][CH2:9][CH2:10][C@H:11]1[C:16]2[CH:17]=[CH:18][C:19]([OH:22])=[C:20]([Cl:21])[C:15]=2[CH2:14][CH2:13][O:12]1)([C:4]([CH3:7])([CH3:6])[CH3:5])([CH3:3])[CH3:2].CC(C)([O-])C.[Na+].C1C=CC(N([S:36]([C:39]([F:42])([F:41])[F:40])(=[O:38])=[O:37])[S:36]([C:39]([F:42])([F:41])[F:40])(=[O:38])=[O:37])=CC=1. Product: [F:40][C:39]([F:42])([F:41])[S:36]([O:22][C:19]1[CH:18]=[CH:17][C:16]2[C@H:11]([CH2:10][CH2:9][O:8][Si:1]([C:4]([CH3:6])([CH3:7])[CH3:5])([CH3:3])[CH3:2])[O:12][CH2:13][CH2:14][C:15]=2[C:20]=1[Cl:21])(=[O:38])=[O:37]. The catalyst class is: 7. (10) Reactant: C(OC[N:9]1[C:13]2[N:14]=[C:15]([NH:30][C:31]3[CH:36]=[CH:35][C:34]([N:37]4[CH2:42][CH2:41][N:40]([CH2:43][CH2:44][O:45][CH3:46])[CH2:39][CH2:38]4)=[C:33]([F:47])[CH:32]=3)[N:16]=[C:17]([O:18][C:19]3[CH:24]=[CH:23][CH:22]=[C:21]([NH:25][C:26](=[O:29])[CH:27]=[CH2:28])[CH:20]=3)[C:12]=2[CH:11]=[CH:10]1)(=O)C(C)(C)C.CO.C1COCC1.[OH-].[Na+]. Product: [F:47][C:33]1[CH:32]=[C:31]([NH:30][C:15]2[N:16]=[C:17]([O:18][C:19]3[CH:20]=[C:21]([NH:25][C:26](=[O:29])[CH:27]=[CH2:28])[CH:22]=[CH:23][CH:24]=3)[C:12]3[CH:11]=[CH:10][NH:9][C:13]=3[N:14]=2)[CH:36]=[CH:35][C:34]=1[N:37]1[CH2:42][CH2:41][N:40]([CH2:43][CH2:44][O:45][CH3:46])[CH2:39][CH2:38]1. The catalyst class is: 6.